Dataset: Full USPTO retrosynthesis dataset with 1.9M reactions from patents (1976-2016). Task: Predict the reactants needed to synthesize the given product. (1) Given the product [CH3:27][C:28]1([N:34]2[CH2:35][CH2:36][O:37][CH2:38][CH2:39]2)[CH2:33][CH2:32][N:31]([C:22]([C:21]2[CH:20]=[CH:19][C:18]([C:15]3[CH:16]=[CH:17][C:12]4[N:13]([C:9]([C:6]5[CH:5]=[CH:4][C:3]([C:1]#[N:2])=[CH:8][CH:7]=5)=[CH:10][N:11]=4)[CH:14]=3)=[CH:26][CH:25]=2)=[O:23])[CH2:30][CH2:29]1, predict the reactants needed to synthesize it. The reactants are: [C:1]([C:3]1[CH:8]=[CH:7][C:6]([C:9]2[N:13]3[CH:14]=[C:15]([C:18]4[CH:26]=[CH:25][C:21]([C:22](O)=[O:23])=[CH:20][CH:19]=4)[CH:16]=[CH:17][C:12]3=[N:11][CH:10]=2)=[CH:5][CH:4]=1)#[N:2].[CH3:27][C:28]1([N:34]2[CH2:39][CH2:38][O:37][CH2:36][CH2:35]2)[CH2:33][CH2:32][NH:31][CH2:30][CH2:29]1.CN(C(ON1N=NC2C=CC=NC1=2)=[N+](C)C)C.F[P-](F)(F)(F)(F)F.CN1CCOCC1. (2) Given the product [CH3:12][CH:10]([CH3:11])[C@@H:5]([CH2:6][NH:14][C:19]([O:41][CH2:40][CH2:39][Si:38]([CH3:43])([CH3:42])[CH3:37])=[O:27])[C:3]([O:2][CH3:1])=[O:4], predict the reactants needed to synthesize it. The reactants are: [CH3:1][O:2][C:3]([C@@H:5]([CH:10]([CH3:12])[CH3:11])[CH2:6]C(O)=O)=[O:4].C[N:14]1[CH2:19]COCC1.C1(P(N=[N+]=[N-])(C2C=CC=CC=2)=[O:27])C=CC=CC=1.[CH3:37][Si:38]([CH3:43])([CH3:42])[CH2:39][CH2:40][OH:41].